Predict the reactants needed to synthesize the given product. From a dataset of Full USPTO retrosynthesis dataset with 1.9M reactions from patents (1976-2016). (1) Given the product [C:19]1([CH:23]2[C:24]3[N:15]=[C:13]([NH:12][C:9]4[CH:8]=[CH:7][C:6]([N:1]5[CH:5]=[N:4][CH:3]=[N:2]5)=[CH:11][CH:10]=4)[S:14][C:25]=3[CH2:26][CH2:27][CH2:28]2)[CH:20]=[CH:21][CH:22]=[CH:17][CH:18]=1, predict the reactants needed to synthesize it. The reactants are: [N:1]1([C:6]2[CH:11]=[CH:10][C:9]([NH:12][C:13]([NH2:15])=[S:14])=[CH:8][CH:7]=2)[CH:5]=[N:4][CH:3]=[N:2]1.Br[CH:17]1[CH2:22][CH2:21][CH2:20][CH:19]([C:23]2[CH:28]=[CH:27][CH:26]=[CH:25][CH:24]=2)[C:18]1=O. (2) The reactants are: [CH2:1]([OH:13])[CH2:2][CH2:3][CH2:4][CH2:5][CH2:6][CH2:7][CH2:8][CH2:9][CH2:10][CH2:11][CH3:12].[C:14]1([CH3:20])[CH:19]=[CH:18][CH:17]=[CH:16][CH:15]=1.CC1C=C2C([S:26][C:27]3[CH:28]=[CH:29][CH:30]=[C:31]([C:37](Cl)=[O:38])[C:32]=3[C:33]2=[O:36])=CC=1. Given the product [CH3:20][C:14]1[CH:19]=[C:18]2[C:17]([S:26][C:27]3[CH:28]=[CH:29][CH:30]=[C:31]([C:37]([O:13][CH2:1][CH2:2][CH2:3][CH2:4][CH2:5][CH2:6][CH2:7][CH2:8][CH2:9][CH2:10][CH2:11][CH3:12])=[O:38])[C:32]=3[C:33]2=[O:36])=[CH:16][CH:15]=1, predict the reactants needed to synthesize it. (3) Given the product [CH:1]1([C:7]2[C:16]3[C:15](=[O:17])[CH2:14][C:13]4([CH2:19][CH2:18]4)[CH2:12][C:11]=3[N:10]=[C:9]([CH:20]3[CH2:24][CH2:23][CH2:22][CH2:21]3)[C:8]=2[C:25](=[O:36])[C:26]2[CH:31]=[CH:30][C:29]([C:32]([F:33])([F:34])[F:35])=[CH:28][CH:27]=2)[CH2:6][CH2:5][CH2:4][CH2:3][CH2:2]1, predict the reactants needed to synthesize it. The reactants are: [CH:1]1([CH:7]2[C:16]3[C:15](=[O:17])[CH2:14][C:13]4([CH2:19][CH2:18]4)[CH2:12][C:11]=3[NH:10][C:9]([CH:20]3[CH2:24][CH2:23][CH2:22][CH2:21]3)=[C:8]2[C:25](=[O:36])[C:26]2[CH:31]=[CH:30][C:29]([C:32]([F:35])([F:34])[F:33])=[CH:28][CH:27]=2)[CH2:6][CH2:5][CH2:4][CH2:3][CH2:2]1.ClC1C(=O)C(C#N)=C(C#N)C(=O)C=1Cl. (4) Given the product [F:1][C:2]1([F:13])[O:3][C:4]2[CH:10]=[C:9]([I:19])[C:8]([F:12])=[CH:7][C:5]=2[O:6]1, predict the reactants needed to synthesize it. The reactants are: [F:1][C:2]1([F:13])[O:6][C:5]2[CH:7]=[C:8]([F:12])[C:9](N)=[CH:10][C:4]=2[O:3]1.Cl.N([O-])=O.[Na+].[I-:19].[Na+].S(=O)(O)[O-].[Na+]. (5) Given the product [F:1][C:2]1[CH:3]=[C:4]([N:9]2[CH2:10][C@H:33]([CH2:34][OH:36])[O:32][C:27]2=[O:31])[CH:5]=[CH:6][C:7]=1[I:8], predict the reactants needed to synthesize it. The reactants are: [F:1][C:2]1[CH:3]=[C:4]([NH:9][C:10](=O)OCC(C)C)[CH:5]=[CH:6][C:7]=1[I:8].C[Si](C)(C)[N-][Si](C)(C)C.[Li+].[C:27]([O:32][CH2:33][C@@H:34]1[O:36]C1)(=[O:31])CCC. (6) Given the product [C:34]([O:38][C:39]([N:41]1[CH2:46][CH2:45][CH:44]([CH2:47][NH:48][C:4](=[O:5])[C@@H:3]([NH:7][C:8](=[O:32])[C:9]2[CH:10]=[CH:11][C:12]([S:15](=[O:31])(=[O:30])[NH:16][C:17]3[CH:22]=[CH:21][CH:20]=[CH:19][C:18]=3[O:23][C:24]3[CH:29]=[CH:28][CH:27]=[CH:26][CH:25]=3)=[CH:13][CH:14]=2)[CH:2]([CH3:33])[CH3:1])[CH2:43][CH2:42]1)=[O:40])([CH3:37])([CH3:36])[CH3:35], predict the reactants needed to synthesize it. The reactants are: [CH3:1][CH:2]([CH3:33])[C@H:3]([NH:7][C:8](=[O:32])[C:9]1[CH:14]=[CH:13][C:12]([S:15](=[O:31])(=[O:30])[NH:16][C:17]2[CH:22]=[CH:21][CH:20]=[CH:19][C:18]=2[O:23][C:24]2[CH:29]=[CH:28][CH:27]=[CH:26][CH:25]=2)=[CH:11][CH:10]=1)[C:4](O)=[O:5].[C:34]([O:38][C:39]([N:41]1[CH2:46][CH2:45][CH:44]([CH2:47][NH2:48])[CH2:43][CH2:42]1)=[O:40])([CH3:37])([CH3:36])[CH3:35]. (7) Given the product [F:1][C:2]([F:16])([F:15])[C:3]1[CH:14]=[CH:13][C:6]2[S:7][C:8]([C:10](=[O:11])[S:18][CH3:17])=[CH:9][C:5]=2[CH:4]=1, predict the reactants needed to synthesize it. The reactants are: [F:1][C:2]([F:16])([F:15])[C:3]1[CH:14]=[CH:13][C:6]2[S:7][C:8]([C:10](Cl)=[O:11])=[CH:9][C:5]=2[CH:4]=1.[CH3:17][SH:18].[Na].